Dataset: Reaction yield outcomes from USPTO patents with 853,638 reactions. Task: Predict the reaction yield, written as a fraction of the theoretical maximum amount of product (1.0 means a 100% yield; for example, 0.34 means a 34% yield). (1) The reactants are Br[C:2]1[S:6][C:5]([C:7]2[C:8](=[O:18])[O:9][C:10]3[C:15]([CH:16]=2)=[CH:14][CH:13]=[CH:12][C:11]=3[Cl:17])=[N:4][CH:3]=1.[CH3:19][C:20]1[CH:21]=[C:22]([CH:24]=[C:25]([CH3:27])[CH:26]=1)[NH2:23].C([O-])([O-])=O.[Cs+].[Cs+]. The catalyst is C1C=CC(/C=C/C(/C=C/C2C=CC=CC=2)=O)=CC=1.C1C=CC(/C=C/C(/C=C/C2C=CC=CC=2)=O)=CC=1.C1C=CC(/C=C/C(/C=C/C2C=CC=CC=2)=O)=CC=1.[Pd].[Pd].O1CCOCC1. The product is [Cl:17][C:11]1[CH:12]=[CH:13][CH:14]=[C:15]2[C:10]=1[O:9][C:8](=[O:18])[C:7]([C:5]1[S:6][C:2]([NH:23][C:22]3[CH:24]=[C:25]([CH3:27])[CH:26]=[C:20]([CH3:19])[CH:21]=3)=[CH:3][N:4]=1)=[CH:16]2. The yield is 0.220. (2) The reactants are [F:1][C:2]([F:55])([F:54])[C:3]1[CH:4]=[C:5]([CH:47]=[C:48]([C:50]([F:53])([F:52])[F:51])[CH:49]=1)[CH2:6][N:7]([C@H:26]1[CH2:32][CH2:31][CH2:30][N:29]([CH2:33][CH:34]2[CH2:36][CH2:35]2)[C:28]2[C:37]([CH3:46])=[C:38]([C:42]([F:45])([F:44])[F:43])[C:39]([CH3:41])=[CH:40][C:27]1=2)[C:8]1[N:9]=[N:10][N:11]([CH2:13][CH2:14][N:15]2C(=O)C3C(=CC=CC=3)C2=O)[N:12]=1.O.NN. The catalyst is CO. The product is [NH2:15][CH2:14][CH2:13][N:11]1[N:10]=[N:9][C:8]([N:7]([CH2:6][C:5]2[CH:4]=[C:3]([C:2]([F:1])([F:54])[F:55])[CH:49]=[C:48]([C:50]([F:53])([F:52])[F:51])[CH:47]=2)[C@H:26]2[CH2:32][CH2:31][CH2:30][N:29]([CH2:33][CH:34]3[CH2:35][CH2:36]3)[C:28]3[C:37]([CH3:46])=[C:38]([C:42]([F:44])([F:45])[F:43])[C:39]([CH3:41])=[CH:40][C:27]2=3)=[N:12]1. The yield is 0.980. (3) The reactants are [F:1][C:2]1[CH:7]=[C:6]([O:8][CH2:9][C@H:10]2[CH2:15][CH2:14][C@H:13]([O:16]C3CCCCO3)[CH2:12][CH2:11]2)[CH:5]=[CH:4][C:3]=1[C:23]1[CH:28]=[CH:27][N:26]([CH2:29][CH2:30][C@@:31]([CH3:46])([S:42]([CH3:45])(=[O:44])=[O:43])[C:32]([NH:34][O:35]C2CCCCO2)=[O:33])[C:25](=[O:47])[CH:24]=1.ONC(=O)[C@](C)(S(C)(=O)=O)CCN1C=CC(C2C=CC(OC[C@H]3CC[C@@H](O)CC3)=CC=2)=CC1=O. No catalyst specified. The product is [F:1][C:2]1[CH:7]=[C:6]([O:8][CH2:9][C@H:10]2[CH2:15][CH2:14][C@H:13]([OH:16])[CH2:12][CH2:11]2)[CH:5]=[CH:4][C:3]=1[C:23]1[CH:28]=[CH:27][N:26]([CH2:29][CH2:30][C@@:31]([CH3:46])([S:42]([CH3:45])(=[O:43])=[O:44])[C:32]([NH:34][OH:35])=[O:33])[C:25](=[O:47])[CH:24]=1. The yield is 0.626. (4) The reactants are [F:1][C:2]1[CH:27]=[CH:26][C:25]([F:28])=[CH:24][C:3]=1[CH2:4][N:5]1[CH2:10][CH2:9][NH:8][C:7]2[N:11]=[CH:12][C:13]([C:15]3[CH:23]=[CH:22][C:18]([C:19]([OH:21])=O)=[CH:17][CH:16]=3)=[CH:14][C:6]1=2.[CH3:29][N:30]1[CH2:35][CH2:34][NH:33][CH2:32][CH2:31]1. No catalyst specified. The product is [F:1][C:2]1[CH:27]=[CH:26][C:25]([F:28])=[CH:24][C:3]=1[CH2:4][N:5]1[CH2:10][CH2:9][NH:8][C:7]2[N:11]=[CH:12][C:13]([C:15]3[CH:16]=[CH:17][C:18]([C:19]([N:33]4[CH2:34][CH2:35][N:30]([CH3:29])[CH2:31][CH2:32]4)=[O:21])=[CH:22][CH:23]=3)=[CH:14][C:6]1=2. The yield is 0.250. (5) The reactants are [O:1]1[C@H:3]2[CH2:4][C@@H:5]3[C@@H:21]([C@@:22]4([CH3:28])[CH2:23][CH2:24][C@H:25]([OH:27])[CH2:26][C:2]124)[CH2:20][CH2:19][C@@:18]1([CH3:29])[C@H:6]3[CH2:7][CH2:8][C@@H:9]1[C@H:10]([CH3:17])[CH2:11][CH2:12][CH2:13][CH:14]([CH3:16])[CH3:15].[CH2:30]([CH2:32][NH2:33])[OH:31].C(O)CCC. The catalyst is COC(C)(C)C. The product is [OH:1][C@:2]12[CH2:26][C@@H:25]([OH:27])[CH2:24][CH2:23][C@:22]1([CH3:28])[C@@H:21]1[C@H:5]([C@H:6]3[C@:18]([CH3:29])([CH2:19][CH2:20]1)[C@@H:9]([C@H:10]([CH3:17])[CH2:11][CH2:12][CH2:13][CH:14]([CH3:15])[CH3:16])[CH2:8][CH2:7]3)[CH2:4][C@H:3]2[NH:33][CH2:32][CH2:30][OH:31]. The yield is 0.980.